From a dataset of Reaction yield outcomes from USPTO patents with 853,638 reactions. Predict the reaction yield, written as a fraction of the theoretical maximum amount of product (1.0 means a 100% yield; for example, 0.34 means a 34% yield). (1) The reactants are [CH3:1][O:2][C:3]1[CH:37]=[CH:36][C:6]([CH2:7][N:8]2[C:13]3[N:14]=[CH:15][C:16]([CH2:18][N:19]4[CH2:24][CH2:23][N:22](C(OC(C)(C)C)=O)[CH2:21][CH2:20]4)=[CH:17][C:12]=3[C:11]3=[N:32][CH:33]=[N:34][N:10]3[C:9]2=[O:35])=[CH:5][CH:4]=1.BrC1C=NC2N(CC3C=CC(OC)=CC=3)C(=O)N3N=CN=C3C=2C=1.C(OC(N1CCN(C[B-](F)(F)F)CC1)=O)(C)(C)C.[K+].C1(P(C2CCCCC2)C2C=CC=CC=2C2C(C(C)C)=CC(C(C)C)=CC=2C(C)C)CCCCC1.C([O-])([O-])=O.[Cs+].[Cs+]. The catalyst is CC([O-])=O.CC([O-])=O.[Pd+2].O1CCOCC1.O. The product is [CH3:1][O:2][C:3]1[CH:4]=[CH:5][C:6]([CH2:7][N:8]2[C:13]3[N:14]=[CH:15][C:16]([CH2:18][N:19]4[CH2:24][CH2:23][NH:22][CH2:21][CH2:20]4)=[CH:17][C:12]=3[C:11]3=[N:32][CH:33]=[N:34][N:10]3[C:9]2=[O:35])=[CH:36][CH:37]=1. The yield is 0.290. (2) The reactants are Br[C:2]1[CH:7]=[CH:6][CH:5]=[C:4]([CH2:8][F:9])[N:3]=1.[CH2:10]([N:14]1[N:18]=[C:17]2[CH:19]=[CH:20][CH:21]=[C:22]([Cl:23])[C:16]2=[N:15]1)[CH2:11][C:12]#[CH:13]. No catalyst specified. The product is [Cl:23][C:22]1[C:16]2[C:17](=[N:18][N:14]([CH2:10][CH2:11][C:12]#[C:13][C:2]3[CH:7]=[CH:6][CH:5]=[C:4]([CH2:8][F:9])[N:3]=3)[N:15]=2)[CH:19]=[CH:20][CH:21]=1. The yield is 0.350. (3) The reactants are [CH3:1][O:2][C:3]1[CH:15]=[CH:14][C:6]([CH2:7][O:8][CH2:9][C@H:10]([OH:13])[CH2:11][OH:12])=[CH:5][CH:4]=1.[C:16](O)(=[O:32])[CH2:17][CH2:18][CH2:19][CH2:20][CH2:21][CH2:22][CH2:23][CH2:24][CH2:25][CH2:26][CH2:27][CH2:28][CH2:29][CH2:30][CH3:31].C1CCC(N=C=NC2CCCCC2)CC1. The catalyst is CN(C1C=CN=CC=1)C.C(Cl)Cl. The product is [C:16]([O:12][CH2:11][C@H:10]([CH2:9][O:8][CH2:7][C:6]1[CH:5]=[CH:4][C:3]([O:2][CH3:1])=[CH:15][CH:14]=1)[OH:13])(=[O:32])[CH2:17][CH2:18][CH2:19][CH2:20][CH2:21][CH2:22][CH2:23][CH2:24][CH2:25][CH2:26][CH2:27][CH2:28][CH2:29][CH2:30][CH3:31]. The yield is 0.450. (4) The reactants are [CH3:1][C:2]1[CH:7]=[CH:6][CH:5]=[CH:4][C:3]=1[C:8](=[O:10])[CH3:9].[CH2:11]([OH:14])[CH2:12]O.O.C1(C)C=CC(S(O)(=O)=O)=CC=1.[Br:27]N1C(=O)CCC1=O.N(C1(C#N)CCCCC1)=NC1(C#N)CCCCC1. The catalyst is C1C=CC=CC=1.CCOCC. The product is [Br:27][CH2:1][C:2]1[CH:7]=[CH:6][CH:5]=[CH:4][C:3]=1[C:8]1([CH3:9])[O:14][CH2:11][CH2:12][O:10]1. The yield is 0.800. (5) The reactants are FC(F)(F)C(O)=O.[NH2:8][C:9]1[CH:10]=[C:11]([N:15]2[C:20]3[N:21]=[C:22]([NH:25][C:26]4[CH:31]=[CH:30][C:29]([N:32]5[CH2:37][CH2:36][N:35]([CH3:38])[CH2:34][CH2:33]5)=[CH:28][C:27]=4[O:39][CH3:40])[N:23]=[CH:24][C:19]=3[CH:18]=[CH:17][C:16]2=[O:41])[CH:12]=[CH:13][CH:14]=1.CCN(C(C)C)C(C)C.[Cl:51][CH2:52][CH2:53][C:54](Cl)=[O:55]. The catalyst is C(Cl)Cl. The product is [Cl:51][CH2:52][CH2:53][C:54]([NH:8][C:9]1[CH:14]=[CH:13][CH:12]=[C:11]([N:15]2[C:20]3[N:21]=[C:22]([NH:25][C:26]4[CH:31]=[CH:30][C:29]([N:32]5[CH2:37][CH2:36][N:35]([CH3:38])[CH2:34][CH2:33]5)=[CH:28][C:27]=4[O:39][CH3:40])[N:23]=[CH:24][C:19]=3[CH:18]=[CH:17][C:16]2=[O:41])[CH:10]=1)=[O:55]. The yield is 0.230. (6) The reactants are [C:1]([O:5][C:6]([N:8]1[CH2:27][CH2:26][C:11]2([C:15](=[O:16])[N:14]([CH2:17][C:18]3[CH:23]=[CH:22][C:21](SC)=[CH:20][CH:19]=3)[CH2:13][CH2:12]2)[CH2:10][CH2:9]1)=[O:7])([CH3:4])([CH3:3])[CH3:2].O[O:29][S:30]([O-:32])=O.[K+].[OH-].[Na+].[CH2:36]1COCC1. The catalyst is O. The product is [C:1]([O:5][C:6]([N:8]1[CH2:27][CH2:26][C:11]2([C:15](=[O:16])[N:14]([CH2:17][C:18]3[CH:19]=[CH:20][C:21]([S:30]([CH3:36])(=[O:32])=[O:29])=[CH:22][CH:23]=3)[CH2:13][CH2:12]2)[CH2:10][CH2:9]1)=[O:7])([CH3:3])([CH3:2])[CH3:4]. The yield is 0.791. (7) The reactants are [CH:1]1([S:4]([C:7]2[CH:12]=[CH:11][C:10]([CH:13]([CH2:18][CH:19]3[CH2:24][CH2:23][O:22][CH2:21][CH2:20]3)[C:14](=[O:17])[CH:15]=[CH2:16])=[CH:9][CH:8]=2)(=[O:6])=[O:5])[CH2:3][CH2:2]1.[O:25]1[CH2:30][CH2:29][CH2:28][CH2:27][CH:26]1[O:31][CH2:32][C:33]1[S:37][C:36]([CH:38]=[O:39])=[N:35][CH:34]=1.C(N(CC)CC)C.O1CCCC1. The catalyst is [Cl-].C([N+]1C(C)=C(CCO)SC=1)C1C=CC=CC=1.C(O)C. The product is [CH:1]1([S:4]([C:7]2[CH:8]=[CH:9][C:10]([CH:13]([CH2:18][CH:19]3[CH2:24][CH2:23][O:22][CH2:21][CH2:20]3)[C:14](=[O:17])[CH2:15][CH2:16][C:38]([C:36]3[S:37][C:33]([CH2:32][O:31][CH:26]4[CH2:27][CH2:28][CH2:29][CH2:30][O:25]4)=[CH:34][N:35]=3)=[O:39])=[CH:11][CH:12]=2)(=[O:6])=[O:5])[CH2:3][CH2:2]1. The yield is 0.800.